Dataset: Reaction yield outcomes from USPTO patents with 853,638 reactions. Task: Predict the reaction yield, written as a fraction of the theoretical maximum amount of product (1.0 means a 100% yield; for example, 0.34 means a 34% yield). (1) The reactants are [CH3:1][C:2]1[C:7]([CH2:8][OH:9])=[C:6]([C:10]2[CH:15]=[CH:14][C:13]([CH3:16])=[CH:12][CH:11]=2)[N:5]2[N:17]=[C:18]([C:20]3[CH:25]=[CH:24][CH:23]=[CH:22][CH:21]=3)[CH:19]=[C:4]2[N:3]=1.C1C=C[NH+]=CC=1.[O-][Cr](Cl)(=O)=O. The catalyst is C(Cl)Cl. The product is [CH3:1][C:2]1[C:7]([CH:8]=[O:9])=[C:6]([C:10]2[CH:11]=[CH:12][C:13]([CH3:16])=[CH:14][CH:15]=2)[N:5]2[N:17]=[C:18]([C:20]3[CH:25]=[CH:24][CH:23]=[CH:22][CH:21]=3)[CH:19]=[C:4]2[N:3]=1. The yield is 0.830. (2) The reactants are [C:1](Cl)(=[O:3])[CH3:2].[Cl-].[Al+3].[Cl-].[Cl-].[CH2:9]1[C:17]2[C:12](=[CH:13][CH:14]=[CH:15][CH:16]=2)[CH2:11][CH:10]1[NH:18][C:19](=[O:24])[C:20]([F:23])([F:22])[F:21].Cl.C(OC(C)C)(=O)C. The catalyst is CCCCCCC. The product is [C:1]([C:15]1[CH:16]=[C:17]2[C:12](=[CH:13][CH:14]=1)[CH2:11][CH:10]([NH:18][C:19](=[O:24])[C:20]([F:21])([F:23])[F:22])[CH2:9]2)(=[O:3])[CH3:2]. The yield is 0.900. (3) The reactants are C[O:2][C:3]([C:5]1[CH:13]=[C:12]2[C:8]([CH:9]=[CH:10][N:11]2[CH3:14])=[CH:7][CH:6]=1)=O.[H-].[Al+3].[Li+].[H-].[H-].[H-].[O-]S([O-])(=O)=O.[Na+].[Na+]. The catalyst is C(OCC)C. The product is [CH3:14][N:11]1[C:12]2[C:8](=[CH:7][CH:6]=[C:5]([CH2:3][OH:2])[CH:13]=2)[CH:9]=[CH:10]1. The yield is 0.790. (4) The reactants are CS(OC[C:7]1[CH:12]=[N:11][CH:10]=[CH:9][N:8]=1)(=O)=O.CS(Cl)(=O)=O.O(CC1C=CC(CO)=CC=1)C1C=CC=CC=1.[Na].[C:35]1([C:41]([C:49]2[CH:54]=[CH:53][CH:52]=[CH:51][CH:50]=2)=[N:42][CH2:43][C:44]([O:46][CH2:47][CH3:48])=[O:45])[CH:40]=[CH:39][CH:38]=[CH:37][CH:36]=1. The catalyst is C1COCC1.CN(C=O)C. The product is [N:8]1[CH:9]=[CH:10][N:11]=[CH:12][C:7]=1[CH:43]([C:44]([O:46][CH2:47][CH3:48])=[O:45])[N:42]=[C:41]([C:49]1[CH:54]=[CH:53][CH:52]=[CH:51][CH:50]=1)[C:35]1[CH:36]=[CH:37][CH:38]=[CH:39][CH:40]=1. The yield is 0.780. (5) The catalyst is CO. The product is [CH:12]1([N:4]2[CH:8]=[C:7]([N+:9]([O-:11])=[O:10])[N:6]=[CH:5]2)[CH2:15][CH2:14][CH2:13]1. The yield is 0.920. The reactants are [N+]([N:4]1[CH:8]=[C:7]([N+:9]([O-:11])=[O:10])[N:6]=[CH:5]1)([O-])=O.[CH:12]1(N)[CH2:15][CH2:14][CH2:13]1. (6) The reactants are Br[C:2]1[CH:3]=[N:4][C:5]([NH:8][C:9]2[C:14]([N+:15]([O-:17])=[O:16])=[CH:13][CH:12]=[CH:11][C:10]=2[CH3:18])=[N:6][CH:7]=1.[C:19]([C:21]1[CH:26]=[C:25]([O:27][CH3:28])[CH:24]=[C:23]([O:29][CH3:30])[CH:22]=1)#[CH:20].C1(P(C2C=CC=CC=2)C2C=CC=CC=2)C=CC=CC=1.C(NCC)C. The catalyst is CN(C)C=O.Cl[Pd](Cl)([P](C1C=CC=CC=1)(C1C=CC=CC=1)C1C=CC=CC=1)[P](C1C=CC=CC=1)(C1C=CC=CC=1)C1C=CC=CC=1.[Cu]I. The product is [CH3:30][O:29][C:23]1[CH:22]=[C:21]([C:19]#[C:20][C:2]2[CH:3]=[N:4][C:5]([NH:8][C:9]3[C:14]([N+:15]([O-:17])=[O:16])=[CH:13][CH:12]=[CH:11][C:10]=3[CH3:18])=[N:6][CH:7]=2)[CH:26]=[C:25]([O:27][CH3:28])[CH:24]=1. The yield is 0.390.